Dataset: Peptide-MHC class I binding affinity with 185,985 pairs from IEDB/IMGT. Task: Regression. Given a peptide amino acid sequence and an MHC pseudo amino acid sequence, predict their binding affinity value. This is MHC class I binding data. (1) The peptide sequence is AYYWNQNGF. The MHC is HLA-A26:01 with pseudo-sequence HLA-A26:01. The binding affinity (normalized) is 0.0847. (2) The peptide sequence is SRKASNTIL. The MHC is HLA-B40:01 with pseudo-sequence HLA-B40:01. The binding affinity (normalized) is 0.0847. (3) The peptide sequence is SRAGISVVL. The MHC is HLA-B15:09 with pseudo-sequence HLA-B15:09. The binding affinity (normalized) is 0.507. (4) The peptide sequence is YMVVDGSVM. The MHC is HLA-B08:01 with pseudo-sequence HLA-B08:01. The binding affinity (normalized) is 0.449. (5) The peptide sequence is FLDDASNSA. The MHC is HLA-A02:11 with pseudo-sequence HLA-A02:11. The binding affinity (normalized) is 1.00. (6) The binding affinity (normalized) is 0.180. The MHC is HLA-B51:01 with pseudo-sequence HLA-B51:01. The peptide sequence is VFAVLSIVNR. (7) The peptide sequence is AVFKDSFLGK. The MHC is HLA-B07:02 with pseudo-sequence HLA-B07:02. The binding affinity (normalized) is 0.154.